Dataset: Forward reaction prediction with 1.9M reactions from USPTO patents (1976-2016). Task: Predict the product of the given reaction. (1) Given the reactants [NH2:1][C:2]1[CH:10]=[C:9]([Br:11])[CH:8]=[CH:7][C:3]=1[C:4]([OH:6])=[O:5].[C:12](OC(=O)C)(=O)[CH3:13], predict the reaction product. The product is: [Br:11][C:9]1[CH:8]=[CH:7][C:3]2[C:4](=[O:6])[O:5][C:12]([CH3:13])=[N:1][C:2]=2[CH:10]=1. (2) Given the reactants [CH3:1][O:2][C:3]1[CH:4]=[C:5]2[C:10](=[CH:11][C:12]=1[O:13][CH3:14])[C:9]([CH3:15])=[N:8][C:7]([OH:16])=[CH:6]2.[OH-].[K+].Cl.Cl[CH2:21][C:22]1[CH:23]=[C:24]2[C:29](=[CH:30][CH:31]=1)[N:28]=[CH:27][CH:26]=[CH:25]2.N1C2C(=CC(CO)=CC=2)C=CC=1, predict the reaction product. The product is: [CH3:1][O:2][C:3]1[CH:4]=[C:5]2[C:10](=[CH:11][C:12]=1[O:13][CH3:14])[C:9]([CH3:15])=[N:8][C:7]([OH:16])=[C:6]2[CH2:21][C:22]1[CH:23]=[C:24]2[C:29](=[CH:30][CH:31]=1)[N:28]=[CH:27][CH:26]=[CH:25]2. (3) Given the reactants [CH3:1][C:2]1[C:10]([CH3:11])=[CH:9][C:8]([NH:12][S:13]([C:16]2[S:17][CH:18]=[CH:19][CH:20]=2)(=[O:15])=[O:14])=[C:7]2[C:3]=1[CH:4]=[C:5]([C:21]([O:23]CC)=[O:22])[NH:6]2.CO.[OH-].[K+].C(O)(=O)CC(CC(O)=O)(C(O)=O)O, predict the reaction product. The product is: [CH3:1][C:2]1[C:10]([CH3:11])=[CH:9][C:8]([NH:12][S:13]([C:16]2[S:17][CH:18]=[CH:19][CH:20]=2)(=[O:15])=[O:14])=[C:7]2[C:3]=1[CH:4]=[C:5]([C:21]([OH:23])=[O:22])[NH:6]2. (4) The product is: [OH:1][CH2:2][C:3]1[S:7][C:6]([C:8]([O:10][CH3:13])=[O:9])=[CH:5][CH:4]=1. Given the reactants [OH:1][CH2:2][C:3]1[S:7][C:6]([C:8]([OH:10])=[O:9])=[CH:5][CH:4]=1.CO.[C:13](=O)([O-])[O-].[Na+].[Na+], predict the reaction product.